This data is from Aqueous solubility values for 9,982 compounds from the AqSolDB database. The task is: Regression/Classification. Given a drug SMILES string, predict its absorption, distribution, metabolism, or excretion properties. Task type varies by dataset: regression for continuous measurements (e.g., permeability, clearance, half-life) or binary classification for categorical outcomes (e.g., BBB penetration, CYP inhibition). For this dataset (solubility_aqsoldb), we predict Y. (1) The compound is C=CCCCCCCCCC(=O)N(CCO)CCO. The Y is -2.76 log mol/L. (2) The drug is FC(F)(F)C(F)(F)Cl. The Y is -3.41 log mol/L. (3) The compound is CCOC(=O)C1(c2ccccc2)CCN(C)CC1.[Cl-].[H+]. The Y is -1.64 log mol/L. (4) The molecule is Cc1cc([N+](=O)[O-])cc([N+](=O)[O-])c1O. The Y is -3.00 log mol/L. (5) The compound is CC(C)OC(=O)Nc1cccc(Cl)c1. The Y is -3.38 log mol/L. (6) The molecule is CNN. The Y is 1.34 log mol/L. (7) The compound is C=CCBr. The Y is -1.50 log mol/L.